From a dataset of Forward reaction prediction with 1.9M reactions from USPTO patents (1976-2016). Predict the product of the given reaction. (1) Given the reactants [Cl:1][C:2]1[CH:3]=[CH:4][C:5]([F:27])=[C:6]([S:8]([NH:11][C:12]2[CH:17]=[CH:16][C:15](B3OC(C)(C)C(C)(C)O3)=[CH:14][CH:13]=2)(=[O:10])=[O:9])[CH:7]=1.Cl[C:29]1[N:34]=[C:33]2[N:35](C3CCCCO3)[N:36]=[CH:37][C:32]2=[C:31]([CH3:44])[N:30]=1.C(=O)([O-])[O-].[Cs+].[Cs+].O, predict the reaction product. The product is: [Cl:1][C:2]1[CH:3]=[CH:4][C:5]([F:27])=[C:6]([S:8]([NH:11][C:12]2[CH:13]=[CH:14][C:15]([C:29]3[N:34]=[C:33]4[NH:35][N:36]=[CH:37][C:32]4=[C:31]([CH3:44])[N:30]=3)=[CH:16][CH:17]=2)(=[O:9])=[O:10])[CH:7]=1. (2) Given the reactants Cl[C:2]1[C:3]2[C:4](=[CH:19][N:20](CC3C=CC(OC)=CC=3)[N:21]=2)[N:5]=[C:6]([C:8]2[CH:9]=[N:10][C:11]([N:14]3[CH2:18][CH2:17][CH2:16][CH2:15]3)=[CH:12][CH:13]=2)[N:7]=1.[NH:31]1[CH:35]=[CH:34][C:33]([NH2:36])=[N:32]1.Cl, predict the reaction product. The product is: [NH:31]1[CH:35]=[CH:34][C:33]([NH:36][C:2]2[C:3]3[NH:21][N:20]=[CH:19][C:4]=3[N:5]=[C:6]([C:8]3[CH:9]=[N:10][C:11]([N:14]4[CH2:18][CH2:17][CH2:16][CH2:15]4)=[CH:12][CH:13]=3)[N:7]=2)=[N:32]1. (3) Given the reactants [F:1][C:2]([F:34])([F:33])[CH2:3][CH2:4][CH:5]([NH:22][C:23]1[CH:32]=[CH:31][C:26]([C:27]([O:29][CH3:30])=[O:28])=[CH:25][CH:24]=1)[C:6]1[CH:11]=[CH:10][C:9](B2OC(C)(C)C(C)(C)O2)=[CH:8][C:7]=1[CH3:21].Cl[C:36]1[N:41]=[CH:40][C:39]([C:42]([F:45])([F:44])[F:43])=[CH:38][N:37]=1.C(=O)([O-])[O-].[Na+].[Na+].[Cl-].[NH4+], predict the reaction product. The product is: [F:33][C:2]([F:1])([F:34])[CH2:3][CH2:4][CH:5]([NH:22][C:23]1[CH:32]=[CH:31][C:26]([C:27]([O:29][CH3:30])=[O:28])=[CH:25][CH:24]=1)[C:6]1[CH:11]=[CH:10][C:9]([C:36]2[N:41]=[CH:40][C:39]([C:42]([F:45])([F:44])[F:43])=[CH:38][N:37]=2)=[CH:8][C:7]=1[CH3:21]. (4) Given the reactants [NH2:1][C@@H:2]1[CH2:7][CH2:6][CH2:5][N:4]([C:8]([O:10][C:11]([CH3:14])([CH3:13])[CH3:12])=[O:9])[CH2:3]1.[F-].[Cs+].Cl[C:18]1[N:23]=[C:22]([C:24]2[CH:25]=[N:26][N:27]3[CH:32]=[CH:31][CH:30]=[CH:29][C:28]=23)[CH:21]=[N:20][CH:19]=1.O, predict the reaction product. The product is: [N:26]1[N:27]2[CH:32]=[CH:31][CH:30]=[CH:29][C:28]2=[C:24]([C:22]2[N:23]=[C:18]([NH:1][C@@H:2]3[CH2:7][CH2:6][CH2:5][N:4]([C:8]([O:10][C:11]([CH3:14])([CH3:13])[CH3:12])=[O:9])[CH2:3]3)[CH:19]=[N:20][CH:21]=2)[CH:25]=1. (5) Given the reactants [Cl:1][C:2]1[CH:3]=[C:4]([N:10]2[C@@H:18]([C:19]3[CH:24]=[CH:23][C:22]([F:25])=[CH:21][CH:20]=3)[C@@H:17]3[C:12]([C:13]4[CH:29]=[CH:28][C:27]([C:30]([OH:32])=O)=[CH:26][C:14]=4[CH2:15][CH2:16]3)=[N:11]2)[CH:5]=[CH:6][C:7]=1[C:8]#[N:9].Cl.[CH3:34][S:35]([CH2:38][CH2:39][NH2:40])(=[O:37])=[O:36], predict the reaction product. The product is: [Cl:1][C:2]1[CH:3]=[C:4]([N:10]2[C@@H:18]([C:19]3[CH:24]=[CH:23][C:22]([F:25])=[CH:21][CH:20]=3)[C@@H:17]3[C:12]([C:13]4[CH:29]=[CH:28][C:27]([C:30]([NH:40][CH2:39][CH2:38][S:35]([CH3:34])(=[O:37])=[O:36])=[O:32])=[CH:26][C:14]=4[CH2:15][CH2:16]3)=[N:11]2)[CH:5]=[CH:6][C:7]=1[C:8]#[N:9]. (6) Given the reactants [Cl:1][C:2]1[CH:3]=[C:4]2[C:12](=[C:13]([NH:15][C:16]([CH:18]3[N:23]([CH2:24][C:25](O)=[O:26])[CH2:22][C:21]([CH3:29])([CH3:28])[O:20][CH2:19]3)=[O:17])[CH:14]=1)[NH:11][C:10]1[CH:9]=[N:8][CH:7]=[CH:6][C:5]2=1.[CH3:30][C:31]1([CH3:38])[C:36](=[O:37])[CH2:35][CH2:34][NH:33][CH2:32]1.C(N(C(C)C)CC)(C)C.C(Cl)CCl, predict the reaction product. The product is: [Cl:1][C:2]1[CH:3]=[C:4]2[C:12](=[C:13]([NH:15][C:16]([CH:18]3[CH2:19][O:20][C:21]([CH3:29])([CH3:28])[CH2:22][N:23]3[CH2:24][C:25]([N:33]3[CH2:34][CH2:35][C:36](=[O:37])[C:31]([CH3:38])([CH3:30])[CH2:32]3)=[O:26])=[O:17])[CH:14]=1)[NH:11][C:10]1[CH:9]=[N:8][CH:7]=[CH:6][C:5]2=1.